From a dataset of Forward reaction prediction with 1.9M reactions from USPTO patents (1976-2016). Predict the product of the given reaction. (1) The product is: [OH:2][C:3]1[CH:4]=[CH:5][C:6]2[CH2:12][C:11]([CH3:14])([CH3:13])[NH:10][C:9](=[O:15])[NH:8][C:7]=2[CH:16]=1. Given the reactants C[O:2][C:3]1[CH:4]=[CH:5][C:6]2[CH2:12][C:11]([CH3:14])([CH3:13])[NH:10][C:9](=[O:15])[NH:8][C:7]=2[CH:16]=1.B(Br)(Br)Br.CCOCC, predict the reaction product. (2) Given the reactants [ClH:1].[CH:2]([N:5]1[CH2:8][CH:7]([CH2:9]O)[CH2:6]1)([CH3:4])[CH3:3].S(Cl)([Cl:13])=O, predict the reaction product. The product is: [ClH:13].[Cl:1][CH2:9][CH:7]1[CH2:8][N:5]([CH:2]([CH3:4])[CH3:3])[CH2:6]1. (3) Given the reactants [NH2:1][C:2]1[C:7]([NH2:8])=[C:6]([NH:9][C@@H:10]2[C@@H:15]3[CH2:16][C@@H:12]([CH:13]=[CH:14]3)[C@@H:11]2[C:17]([NH2:19])=[O:18])[C:5]([Br:20])=[CH:4][N:3]=1.[CH3:21][N:22]([CH3:31])[C:23]1[CH:24]=[C:25]([CH:28]=[CH:29][CH:30]=1)[CH:26]=O, predict the reaction product. The product is: [Br:20][C:5]1[C:6]([NH:9][C@@H:10]2[C@@H:15]3[CH2:16][C@@H:12]([CH:13]=[CH:14]3)[C@@H:11]2[C:17]([NH2:19])=[O:18])=[C:7]2[N:8]=[C:26]([C:25]3[CH:28]=[CH:29][CH:30]=[C:23]([N:22]([CH3:31])[CH3:21])[CH:24]=3)[NH:1][C:2]2=[N:3][CH:4]=1. (4) Given the reactants C1N=CN(C(N2C=NC=C2)=O)C=1.[CH:13]1[C:18]([C:19]2[CH:20]=[CH:21][C:22]([F:26])=[CH:23][C:24]=2[F:25])=[CH:17][C:16]([C:27]([OH:29])=[O:28])=[C:15]([OH:30])[CH:14]=1.C(O)(C)(C)C.[CH2:36]1[CH2:46]CN2C(=NCCC2)[CH2:38][CH2:37]1.C([O-])(O)=O.[Na+], predict the reaction product. The product is: [F:25][C:24]1[CH:23]=[C:22]([F:26])[CH:21]=[CH:20][C:19]=1[C:18]1[CH:13]=[CH:14][C:15]([OH:30])=[C:16]([C:27]([O:29][CH2:46][CH2:36][CH2:37][CH3:38])=[O:28])[CH:17]=1. (5) The product is: [Br:21][C:22]1[CH:30]=[CH:29][CH:28]=[CH:27][C:23]=1[C:24]([N:17]1[CH2:16][CH:15]2[CH:19]([CH2:20][N:13]([C:9]3[N:8]=[C:7]([C:1]4[CH:2]=[CH:3][CH:4]=[CH:5][CH:6]=4)[CH:12]=[CH:11][N:10]=3)[CH2:14]2)[CH2:18]1)=[O:25]. Given the reactants [C:1]1([C:7]2[CH:12]=[CH:11][N:10]=[C:9]([N:13]3[CH2:20][CH:19]4[CH:15]([CH2:16][NH:17][CH2:18]4)[CH2:14]3)[N:8]=2)[CH:6]=[CH:5][CH:4]=[CH:3][CH:2]=1.[Br:21][C:22]1[CH:30]=[CH:29][CH:28]=[CH:27][C:23]=1[C:24](O)=[O:25], predict the reaction product. (6) Given the reactants [CH3:1][N:2]1[C:6]([C:7]([NH:9][C:10]2[CH:15]=[CH:14][CH:13]=[C:12]([N+:16]([O-])=O)[CH:11]=2)=[O:8])=[CH:5][C:4]([CH3:19])=[N:3]1.O.NN, predict the reaction product. The product is: [NH2:16][C:12]1[CH:11]=[C:10]([NH:9][C:7]([C:6]2[N:2]([CH3:1])[N:3]=[C:4]([CH3:19])[CH:5]=2)=[O:8])[CH:15]=[CH:14][CH:13]=1. (7) The product is: [C:38]([NH:1][C:2]1[C:3]([CH3:28])=[C:4]([C:8]2[CH:16]=[CH:15][C:14]([C:17]([NH2:19])=[O:18])=[C:13]3[C:9]=2[CH:10]=[C:11]([C:20]2[CH2:25][CH2:24][C:23]([F:27])([F:26])[CH2:22][CH:21]=2)[NH:12]3)[CH:5]=[CH:6][CH:7]=1)(=[O:41])[CH:39]=[CH2:40]. Given the reactants [NH2:1][C:2]1[C:3]([CH3:28])=[C:4]([C:8]2[CH:16]=[CH:15][C:14]([C:17]([NH2:19])=[O:18])=[C:13]3[C:9]=2[CH:10]=[C:11]([C:20]2[CH2:25][CH2:24][C:23]([F:27])([F:26])[CH2:22][CH:21]=2)[NH:12]3)[CH:5]=[CH:6][CH:7]=1.CCN(C(C)C)C(C)C.[C:38](Cl)(=[O:41])[CH:39]=[CH2:40], predict the reaction product.